Dataset: NCI-60 drug combinations with 297,098 pairs across 59 cell lines. Task: Regression. Given two drug SMILES strings and cell line genomic features, predict the synergy score measuring deviation from expected non-interaction effect. (1) Drug 1: CC1=C2C(C(=O)C3(C(CC4C(C3C(C(C2(C)C)(CC1OC(=O)C(C(C5=CC=CC=C5)NC(=O)OC(C)(C)C)O)O)OC(=O)C6=CC=CC=C6)(CO4)OC(=O)C)O)C)O. Drug 2: C1CC(=O)NC(=O)C1N2C(=O)C3=CC=CC=C3C2=O. Cell line: UO-31. Synergy scores: CSS=-2.96, Synergy_ZIP=1.22, Synergy_Bliss=0.236, Synergy_Loewe=-2.79, Synergy_HSA=-2.10. (2) Cell line: HT29. Drug 1: C1=CN(C(=O)N=C1N)C2C(C(C(O2)CO)O)(F)F. Synergy scores: CSS=83.1, Synergy_ZIP=25.9, Synergy_Bliss=24.4, Synergy_Loewe=23.7, Synergy_HSA=31.4. Drug 2: CN1C=C(C=N1)C2=C3N=C(C(=C(N3N=C2)N)Br)C4CCCNC4. (3) Drug 1: C1CC(CNC1)C2=CC=C(C=C2)N3C=C4C=CC=C(C4=N3)C(=O)N. Drug 2: CC1(CCCN1)C2=NC3=C(C=CC=C3N2)C(=O)N. Cell line: HCT116. Synergy scores: CSS=29.4, Synergy_ZIP=0.342, Synergy_Bliss=-2.02, Synergy_Loewe=-19.1, Synergy_HSA=-0.880. (4) Drug 1: C1CCN(CC1)CCOC2=CC=C(C=C2)C(=O)C3=C(SC4=C3C=CC(=C4)O)C5=CC=C(C=C5)O. Drug 2: C1=CC=C(C=C1)NC(=O)CCCCCCC(=O)NO. Cell line: SR. Synergy scores: CSS=60.5, Synergy_ZIP=-2.17, Synergy_Bliss=-8.88, Synergy_Loewe=-33.9, Synergy_HSA=-10.8. (5) Drug 1: CC1=C(C(=CC=C1)Cl)NC(=O)C2=CN=C(S2)NC3=CC(=NC(=N3)C)N4CCN(CC4)CCO. Drug 2: C1CC(=O)NC(=O)C1N2C(=O)C3=CC=CC=C3C2=O. Cell line: SK-MEL-28. Synergy scores: CSS=5.73, Synergy_ZIP=-6.32, Synergy_Bliss=-8.59, Synergy_Loewe=-15.5, Synergy_HSA=-6.72. (6) Drug 1: COC1=C(C=C2C(=C1)N=CN=C2NC3=CC(=C(C=C3)F)Cl)OCCCN4CCOCC4. Drug 2: CC1CCCC2(C(O2)CC(NC(=O)CC(C(C(=O)C(C1O)C)(C)C)O)C(=CC3=CSC(=N3)C)C)C. Cell line: NCI-H460. Synergy scores: CSS=10.8, Synergy_ZIP=-6.08, Synergy_Bliss=-3.72, Synergy_Loewe=-4.93, Synergy_HSA=-5.11. (7) Drug 2: CCC1=CC2CC(C3=C(CN(C2)C1)C4=CC=CC=C4N3)(C5=C(C=C6C(=C5)C78CCN9C7C(C=CC9)(C(C(C8N6C)(C(=O)OC)O)OC(=O)C)CC)OC)C(=O)OC.C(C(C(=O)O)O)(C(=O)O)O. Cell line: HOP-62. Synergy scores: CSS=36.2, Synergy_ZIP=-1.29, Synergy_Bliss=1.45, Synergy_Loewe=-16.4, Synergy_HSA=-2.40. Drug 1: C1CCN(CC1)CCOC2=CC=C(C=C2)C(=O)C3=C(SC4=C3C=CC(=C4)O)C5=CC=C(C=C5)O. (8) Drug 1: C1=CC(=CC=C1CCC2=CNC3=C2C(=O)NC(=N3)N)C(=O)NC(CCC(=O)O)C(=O)O. Drug 2: CNC(=O)C1=NC=CC(=C1)OC2=CC=C(C=C2)NC(=O)NC3=CC(=C(C=C3)Cl)C(F)(F)F. Cell line: HS 578T. Synergy scores: CSS=39.4, Synergy_ZIP=-7.28, Synergy_Bliss=-2.36, Synergy_Loewe=-5.90, Synergy_HSA=-3.22.